Task: Predict the product of the given reaction.. Dataset: Forward reaction prediction with 1.9M reactions from USPTO patents (1976-2016) (1) Given the reactants COC(=O)C(C)(C1[S:7]C=CC=1)C.C([Al]C[CH:19]([CH3:21])C)C(C)C.[C:22]1([CH3:28])[CH:27]=[CH:26][CH:25]=[CH:24][CH:23]=1.[C:29]([OH:38])(=O)C(C(C(O)=O)O)O, predict the reaction product. The product is: [CH2:19]([C:27]([C:26]1[S:7][CH:23]=[CH:24][CH:25]=1)([CH2:22][CH3:28])[CH2:29][OH:38])[CH3:21]. (2) Given the reactants Cl[C:2]1[CH:3]=[N:4][CH:5]=[C:6]([Cl:16])[C:7]=1[N:8]1[CH2:13][CH2:12][CH:11]([C:14]#[N:15])[CH2:10][CH2:9]1.[C:17]1(B(O)O)[CH:22]=[CH:21][CH:20]=[CH:19][CH:18]=1.C(=O)([O-])[O-].[Na+].[Na+], predict the reaction product. The product is: [Cl:16][C:6]1[CH:5]=[N:4][CH:3]=[C:2]([C:17]2[CH:22]=[CH:21][CH:20]=[CH:19][CH:18]=2)[C:7]=1[N:8]1[CH2:13][CH2:12][CH:11]([C:14]#[N:15])[CH2:10][CH2:9]1. (3) Given the reactants [CH3:1][C:2]1([CH3:27])[CH2:7][C:6](OS(C(F)(F)C(F)(F)C(F)(F)C(F)(F)F)(=O)=O)=[CH:5][C:4]([CH3:26])([CH3:25])[O:3]1.[B:28]1([B:28]2[O:32][C:31]([CH3:34])([CH3:33])[C:30]([CH3:36])([CH3:35])[O:29]2)[O:32][C:31]([CH3:34])([CH3:33])[C:30]([CH3:36])([CH3:35])[O:29]1.CC([O-])=O.[K+].ClCCl, predict the reaction product. The product is: [CH3:27][C:2]1([CH3:1])[CH2:7][C:6]([B:28]2[O:32][C:31]([CH3:34])([CH3:33])[C:30]([CH3:36])([CH3:35])[O:29]2)=[CH:5][C:4]([CH3:25])([CH3:26])[O:3]1. (4) Given the reactants N#N.Br[C:4]1[C:13]2[N:14]=[C:15]([C:17]3[CH:22]=[CH:21][C:20]([CH3:23])=[C:19]([N+:24]([O-:26])=[O:25])[CH:18]=3)[NH:16][C:12]=2[C:11]2[C:10](=[O:27])[N:9]([CH2:28][CH2:29][CH2:30][N:31]([CH2:39][CH2:40][C:41]3[CH:46]=[CH:45][C:44]([O:47][CH3:48])=[C:43]([O:49][CH3:50])[CH:42]=3)[C:32](=[O:38])[O:33][C:34]([CH3:37])([CH3:36])[CH3:35])[C:8](=[O:51])[C:7]([CH3:53])([CH3:52])[C:6]=2[CH:5]=1.CO[C:56]1[CH:63]=[CH:62][C:59]([CH2:60][NH2:61])=[CH:58][CH:57]=1.C[C:65]([O-:68])(C)C.[Na+], predict the reaction product. The product is: [CH3:50][O:49][C:43]1[CH:42]=[C:41]([CH2:40][CH2:39][N:31]([CH2:30][CH2:29][CH2:28][N:9]2[C:8](=[O:51])[C:7]([CH3:52])([CH3:53])[C:6]3[CH:5]=[C:4]([NH:61][CH:60]([O:68][CH3:65])[C:59]4[CH:58]=[CH:57][CH:56]=[CH:63][CH:62]=4)[C:13]4[N:14]=[C:15]([C:17]5[CH:22]=[CH:21][C:20]([CH3:23])=[C:19]([N+:24]([O-:26])=[O:25])[CH:18]=5)[NH:16][C:12]=4[C:11]=3[C:10]2=[O:27])[C:32](=[O:38])[O:33][C:34]([CH3:36])([CH3:35])[CH3:37])[CH:46]=[CH:45][C:44]=1[O:47][CH3:48]. (5) Given the reactants [CH:1]([N:4]1[CH2:15][CH2:14][C:7]2([O:12][CH2:11][C:10](=O)[NH:9][CH2:8]2)[CH2:6][CH2:5]1)([CH3:3])[CH3:2].[F-].[Na+].O, predict the reaction product. The product is: [CH:1]([N:4]1[CH2:5][CH2:6][C:7]2([O:12][CH2:11][CH2:10][NH:9][CH2:8]2)[CH2:14][CH2:15]1)([CH3:3])[CH3:2].